From a dataset of NCI-60 drug combinations with 297,098 pairs across 59 cell lines. Regression. Given two drug SMILES strings and cell line genomic features, predict the synergy score measuring deviation from expected non-interaction effect. (1) Drug 1: C1CC(=O)NC(=O)C1N2CC3=C(C2=O)C=CC=C3N. Synergy scores: CSS=32.1, Synergy_ZIP=-4.63, Synergy_Bliss=-3.74, Synergy_Loewe=-7.30, Synergy_HSA=0.0894. Drug 2: CC(CN1CC(=O)NC(=O)C1)N2CC(=O)NC(=O)C2. Cell line: RPMI-8226. (2) Drug 1: CC(CN1CC(=O)NC(=O)C1)N2CC(=O)NC(=O)C2. Drug 2: C1CN1P(=S)(N2CC2)N3CC3. Cell line: SK-MEL-2. Synergy scores: CSS=25.4, Synergy_ZIP=-5.64, Synergy_Bliss=-0.235, Synergy_Loewe=-1.03, Synergy_HSA=-0.0661. (3) Drug 1: CCCS(=O)(=O)NC1=C(C(=C(C=C1)F)C(=O)C2=CNC3=C2C=C(C=N3)C4=CC=C(C=C4)Cl)F. Drug 2: CC1C(C(CC(O1)OC2CC(CC3=C2C(=C4C(=C3O)C(=O)C5=C(C4=O)C(=CC=C5)OC)O)(C(=O)C)O)N)O.Cl. Cell line: HCT-15. Synergy scores: CSS=16.5, Synergy_ZIP=0.956, Synergy_Bliss=6.83, Synergy_Loewe=-7.31, Synergy_HSA=4.03. (4) Drug 1: CCCS(=O)(=O)NC1=C(C(=C(C=C1)F)C(=O)C2=CNC3=C2C=C(C=N3)C4=CC=C(C=C4)Cl)F. Drug 2: C1CC(C1)(C(=O)O)C(=O)O.[NH2-].[NH2-].[Pt+2]. Cell line: TK-10. Synergy scores: CSS=19.0, Synergy_ZIP=-3.19, Synergy_Bliss=2.41, Synergy_Loewe=3.56, Synergy_HSA=3.69.